This data is from Full USPTO retrosynthesis dataset with 1.9M reactions from patents (1976-2016). The task is: Predict the reactants needed to synthesize the given product. (1) Given the product [NH2:34][C@H:25]([CH2:26][CH2:27][C:28]1[CH:29]=[CH:30][CH:31]=[CH:32][CH:33]=1)[C:23]([NH:22][C:12]1[CH:13]=[C:14]2[C:20](=[O:21])[NH:19][N:18]=[CH:17][C:16]3=[C:8]([C:5]4[CH:6]=[N:7][C:2]([CH3:1])=[CH:3][CH:4]=4)[NH:9][C:10]([CH:11]=1)=[C:15]23)=[O:24], predict the reactants needed to synthesize it. The reactants are: [CH3:1][C:2]1[N:7]=[CH:6][C:5]([C:8]2[NH:9][C:10]3[CH:11]=[C:12]([NH:22][C:23]([C@H:25]([NH:34]C(=O)OC(C)(C)C)[CH2:26][CH2:27][C:28]4[CH:33]=[CH:32][CH:31]=[CH:30][CH:29]=4)=[O:24])[CH:13]=[C:14]4[C:20](=[O:21])[NH:19][N:18]=[CH:17][C:16]=2[C:15]=34)=[CH:4][CH:3]=1. (2) The reactants are: C[Si](C)(C)CCOC[N:7]1[C:15]2[C:10](=[CH:11][C:12]([C:37]3[CH:38]=[C:39]4[C:43](=[CH:44][CH:45]=3)[CH2:42][N:41](C(OC(C)(C)C)=O)[CH2:40]4)=[C:13]([NH:16][C:17]([C:19]3[N:20]=[C:21]([C:24]4[CH:25]=[N:26][N:27](COCC[Si](C)(C)C)[CH:28]=4)[S:22][CH:23]=3)=[O:18])[CH:14]=2)[CH:9]=[N:8]1.C(O)(C(F)(F)F)=O.[Cl:62]CCl. Given the product [ClH:62].[CH2:42]1[C:43]2[C:39](=[CH:38][C:37]([C:12]3[CH:11]=[C:10]4[C:15](=[CH:14][C:13]=3[NH:16][C:17]([C:19]3[N:20]=[C:21]([C:24]5[CH:28]=[N:27][NH:26][CH:25]=5)[S:22][CH:23]=3)=[O:18])[NH:7][N:8]=[CH:9]4)=[CH:45][CH:44]=2)[CH2:40][NH:41]1, predict the reactants needed to synthesize it. (3) Given the product [Cl:15][C:16]1[CH:21]=[N:20][C:19]([CH3:22])=[C:18]([CH:17]=1)[C:23]([NH:25][C@H:26]1[CH2:31][CH2:30][C@H:29]([CH2:32][N:4]2[C:5]3=[N:6][CH:7]=[CH:8][CH:9]=[C:10]3[C:2]([CH3:12])([CH3:1])[C:3]2=[O:11])[CH2:28][CH2:27]1)=[O:24], predict the reactants needed to synthesize it. The reactants are: [CH3:1][C:2]1([CH3:12])[C:10]2[C:5](=[N:6][CH:7]=[CH:8][CH:9]=2)[NH:4][C:3]1=[O:11].[H-].[Na+].[Cl:15][C:16]1[CH:17]=[C:18]([C:23]([NH:25][C@H:26]2[CH2:31][CH2:30][C@H:29]([CH2:32]OS(C)(=O)=O)[CH2:28][CH2:27]2)=[O:24])[C:19]([CH3:22])=[N:20][CH:21]=1. (4) Given the product [CH3:1][O:2][C:3](=[O:15])[C:4]1[CH:5]=[C:6]([O:14][CH2:41][CH2:40][C:37]2[CH:38]=[CH:39][S:35][CH:36]=2)[CH:7]=[C:8]([O:10][CH:11]([CH3:13])[CH3:12])[CH:9]=1, predict the reactants needed to synthesize it. The reactants are: [CH3:1][O:2][C:3](=[O:15])[C:4]1[CH:9]=[C:8]([O:10][CH:11]([CH3:13])[CH3:12])[CH:7]=[C:6]([OH:14])[CH:5]=1.C1(P(C2C=CC=CC=2)C2C=CC=CC=2)C=CC=CC=1.[S:35]1[CH:39]=[CH:38][C:37]([CH2:40][CH2:41]O)=[CH:36]1.CC(OC(/N=N/C(OC(C)C)=O)=O)C. (5) The reactants are: [CH3:1][O:2][C:3]1[CH:4]=[CH:5][C:6]2[NH:12][C:11](=[O:13])[N:10]([CH:14]3[CH2:19][CH2:18][NH:17][CH2:16][CH2:15]3)[CH2:9][CH2:8][C:7]=2[CH:20]=1.[CH2:21]([O:28][C:29]1[N:34]=[C:33]2[CH:35]=[CH:36][N:37]([C:38]([C:40]3[CH:45]=[C:44](Cl)[N:43]=[CH:42][N:41]=3)=[O:39])[C:32]2=[CH:31][CH:30]=1)[C:22]1[CH:27]=[CH:26][CH:25]=[CH:24][CH:23]=1.CCN(C(C)C)C(C)C. Given the product [CH2:21]([O:28][C:29]1[N:34]=[C:33]2[CH:35]=[CH:36][N:37]([C:38]([C:40]3[N:41]=[CH:42][N:43]=[C:44]([N:17]4[CH2:18][CH2:19][CH:14]([N:10]5[CH2:9][CH2:8][C:7]6[CH:20]=[C:3]([O:2][CH3:1])[CH:4]=[CH:5][C:6]=6[NH:12][C:11]5=[O:13])[CH2:15][CH2:16]4)[CH:45]=3)=[O:39])[C:32]2=[CH:31][CH:30]=1)[C:22]1[CH:27]=[CH:26][CH:25]=[CH:24][CH:23]=1, predict the reactants needed to synthesize it. (6) Given the product [F:1][C:2]1[CH:3]=[C:4]([C:8]2[C:12]3=[N:13][C:14]([NH2:17])=[CH:15][CH:16]=[C:11]3[NH:10][N:9]=2)[CH:5]=[CH:6][CH:7]=1, predict the reactants needed to synthesize it. The reactants are: [F:1][C:2]1[CH:3]=[C:4]([C:8]2[C:12]3=[N:13][C:14]([NH2:17])=[CH:15][CH:16]=[C:11]3[N:10](C(C3C=CC=CC=3)(C3C=CC=CC=3)C3C=CC=CC=3)[N:9]=2)[CH:5]=[CH:6][CH:7]=1.FC(F)(F)C(O)=O. (7) Given the product [F:9][C:10]1[CH:17]=[CH:16][C:13]([C:14]#[N:15])=[C:12]([C:18]([F:19])([F:20])[F:21])[C:11]=1[I:22], predict the reactants needed to synthesize it. The reactants are: [Li+].CC([N-]C(C)C)C.[F:9][C:10]1[CH:17]=[CH:16][C:13]([C:14]#[N:15])=[C:12]([C:18]([F:21])([F:20])[F:19])[CH:11]=1.[I:22]I. (8) Given the product [Br:1][C:2]1[C:3]([C:24]2[CH:23]=[C:22]3[C:27](=[CH:26][CH:25]=2)[N:19]([CH3:18])[CH:20]=[CH:21]3)=[N:4][C:5]([F:16])=[C:6]([C:14]=1[F:15])[C:7]([O:9][C:10]([CH3:13])([CH3:12])[CH3:11])=[O:8], predict the reactants needed to synthesize it. The reactants are: [Br:1][C:2]1[C:3](Br)=[N:4][C:5]([F:16])=[C:6]([C:14]=1[F:15])[C:7]([O:9][C:10]([CH3:13])([CH3:12])[CH3:11])=[O:8].[CH3:18][N:19]1[C:27]2[C:22](=[CH:23][C:24](B(O)O)=[CH:25][CH:26]=2)[CH:21]=[CH:20]1.C([O-])([O-])=O.[K+].[K+].